Dataset: Drug-target binding data from BindingDB using Kd measurements. Task: Regression. Given a target protein amino acid sequence and a drug SMILES string, predict the binding affinity score between them. We predict pKd (pKd = -log10(Kd in M); higher means stronger binding). Dataset: bindingdb_kd. (1) The drug is COc1ccc2[nH]cc(CCNC(=O)[C@H](Cc3ccncc3)NC(=O)[C@H](Cc3ccc(Cl)cc3)NC(=O)[C@H](Cc3c[nH]c4ccc(O)cc34)NC(=O)CCCN)c2c1. The target protein sequence is NEVTLLDSRSVQGELGWIASPLEGGWEEVSGMDEKNTPIRTYQVCNVMEPSQNNWLRTDWITREGAQRVYIEIKFTLRDCNSLPGVMGTCKETFNLYYYESDNDKERFIRENQFVKIDTIAADESFTQVDIGDRIMKLNTEIRDVGPLSKKGFYLAFQDVGACIALVSVRVFYKKCPLTVR. The pKd is 5.4. (2) The drug is Cc1ccc2nc(NCCN)c3ncc(C)n3c2c1. The target protein (P21860) has sequence MRANDALQVLGLLFSLARGSEVGNSQAVCPGTLNGLSVTGDAENQYQTLYKLYERCEVVMGNLEIVLTGHNADLSFLQWIREVTGYVLVAMNEFSTLPLPNLRVVRGTQVYDGKFAIFVMLNYNTNSSHALRQLRLTQLTEILSGGVYIEKNDKLCHMDTIDWRDIVRDRDAEIVVKDNGRSCPPCHEVCKGRCWGPGSEDCQTLTKTICAPQCNGHCFGPNPNQCCHDECAGGCSGPQDTDCFACRHFNDSGACVPRCPQPLVYNKLTFQLEPNPHTKYQYGGVCVASCPHNFVVDQTSCVRACPPDKMEVDKNGLKMCEPCGGLCPKACEGTGSGSRFQTVDSSNIDGFVNCTKILGNLDFLITGLNGDPWHKIPALDPEKLNVFRTVREITGYLNIQSWPPHMHNFSVFSNLTTIGGRSLYNRGFSLLIMKNLNVTSLGFRSLKEISAGRIYISANRQLCYHHSLNWTKVLRGPTEERLDIKHNRPRRDCVAEGKVC.... The pKd is 5.0. (3) The small molecule is NC(=O)CC[C@@H]1NC(=O)[C@H](Cc2ccccc2)NC(=O)[C@H](Cc2ccc(O)cc2)NC(=O)[C@@H](N)CSSC[C@@H](C(=O)N2CCC[C@H]2C(=O)N[C@@H](CCCN=C(N)N)C(=O)NCC(N)=O)NC(=O)[C@H](CC(N)=O)NC1=O. The target protein (P48044) has sequence MFMASTTSAVPWHLSQPTPAGNGSEGELLTARDPLLAQAELALLSTVFVAVALSNGLVLGALVRRGRRGRWAPMHVFIGHLCLADLAVALFQVLPQLAWDATDRFRGPDALCRAVKYLQMVGMYASSYMILAMTLDRHRAICRPMLAHRHGGGTHWNRPVLLAWAFSLLFSLPQLFIFAQRDVDGSGVLDCWARFAEPWGLRAYVTWIALMVFVAPALGIAACQVLIFREIHASLGPGPVPRAGGPRRGCRPGSPAEGARVSAAVAKTVKMTLVIVIVYVLCWAPFFLVQLWAAWDPEAPREGPPFVLLMLLASLNSCTNPWIYASFSSSISSELRSLLCCTWRRAPPSPGPQEESCATASSFLAKDTPS. The pKd is 8.8. (4) The compound is CC(C)CNCC(O)COc1cccc2ccccc12. The target protein (Q8K4Z4) has sequence MGHLGNGSDFLLAPNASHAPDHNVTRERDEAWVVGMAIVMSLIVLAIVFGNVLVITAIAKFERLQTVTNYFITSLACADLVMGLAVVPFGASHILMNMWTFGNFWCEFWTSIDVLCVTASIETLCVIAVDRYFAITSPFKYQSLLTKNKARVVILMVWVVSGLTSFLPIQMHWYRATHKDAINCYAEETCCDFFTNQAYAIASSIVSFYLPLVVMVFVYSRVFQVAKKQLQKIDRSEGRFHTQNLSQVEQDGRSGHGLRRSSKFYLKEHKALKTLGIIMGTFTLCWLPFFIVNIVHVIQDNLIPKEVYILLNWVGYVNSAFNPLIYCRSPDFRIAFQELLCLRRSALKAYGNDCSSNSNGKTDYTGEPNVCHQGQEKERELLCEDPPGTEDLVSCPGTVPSDSIDSQGRNYSTNDSLL. The pKd is 8.9.